This data is from Full USPTO retrosynthesis dataset with 1.9M reactions from patents (1976-2016). The task is: Predict the reactants needed to synthesize the given product. (1) Given the product [NH2:36][C:34]1[N:35]=[C:26]([C:22]2[CH:21]=[C:20]([O:19][CH2:18][C@@H:16]([NH2:15])[CH2:17][NH:47][C:48]3[CH:53]=[CH:52][CH:51]=[CH:50][CH:49]=3)[CH:25]=[N:24][CH:23]=2)[CH:27]=[C:28]2[C:33]=1[CH:32]=[N:31][C:30]1[CH:37]=[C:38]([O:43][CH3:44])[C:39]([O:41][CH3:42])=[CH:40][C:29]2=1, predict the reactants needed to synthesize it. The reactants are: C1(P([N:15]2[CH2:17][C@H:16]2[CH2:18][O:19][C:20]2[CH:21]=[C:22]([C:26]3[CH:27]=[C:28]4[C:33](=[C:34]([NH2:36])[N:35]=3)[CH:32]=[N:31][C:30]3[CH:37]=[C:38]([O:43][CH3:44])[C:39]([O:41][CH3:42])=[CH:40][C:29]4=3)[CH:23]=[N:24][CH:25]=2)(C2C=CC=CC=2)=O)C=CC=CC=1.[I-].[Li+].[NH2:47][C:48]1[CH:53]=[CH:52][CH:51]=[CH:50][CH:49]=1. (2) The reactants are: C([Li])CCC.[N:6]1[CH:11]=[CH:10][C:9]([CH:12]=[O:13])=[CH:8][CH:7]=1.[C:14]1([O:22][CH3:23])[C:15](=[CH:18][CH:19]=[CH:20][CH:21]=1)[O:16][CH3:17]. Given the product [OH:13][CH:12]([C:9]1[CH:10]=[CH:11][N:6]=[CH:7][CH:8]=1)[C:21]1[CH:20]=[CH:19][CH:18]=[C:15]([O:16][CH3:17])[C:14]=1[O:22][CH3:23], predict the reactants needed to synthesize it.